Dataset: Catalyst prediction with 721,799 reactions and 888 catalyst types from USPTO. Task: Predict which catalyst facilitates the given reaction. (1) Reactant: Br[C:2]1[C:7]([F:8])=[CH:6][C:5]([CH2:9][N:10]2[C@@H:15]([CH3:16])[CH2:14][CH2:13][CH:12]([C:17]3[CH:22]=[CH:21][CH:20]=[CH:19][CH:18]=3)[S:11]2(=[O:24])=[O:23])=[C:4]([F:25])[CH:3]=1.Cl.[N:27]1[N:28]=[CH:29][N:30]([CH:32]2[C@H:37]3[C@@H:33]2[CH2:34][NH:35][CH2:36]3)[CH:31]=1.C1(P(C2CCCCC2)C2C=CC=CC=2C2C(OCCC)=CC=CC=2OCCC)CCCCC1.C(=O)([O-])[O-].[Cs+].[Cs+]. Product: [F:25][C:4]1[CH:3]=[C:2]([N:35]2[CH2:34][C@H:33]3[C@H:37]([CH:32]3[N:30]3[CH:31]=[N:27][N:28]=[CH:29]3)[CH2:36]2)[C:7]([F:8])=[CH:6][C:5]=1[CH2:9][N:10]1[C@@H:15]([CH3:16])[CH2:14][CH2:13][CH:12]([C:17]2[CH:22]=[CH:21][CH:20]=[CH:19][CH:18]=2)[S:11]1(=[O:24])=[O:23]. The catalyst class is: 167. (2) Reactant: O.O.O.O.[C:5]([O-:8])(=[O:7])[CH3:6].[Co+2:9].[C:10]([O-:13])(=[O:12])[CH3:11]. Product: [C:5]([O-:8])(=[O:7])[CH3:6].[Co+2:9].[C:10]([O-:13])(=[O:12])[CH3:11]. The catalyst class is: 6. (3) Reactant: [C:1]([C:3]1[CH:4]=[C:5]([C:25]2[CH:33]=[CH:32][C:28]([C:29]([OH:31])=O)=[CH:27][CH:26]=2)[C:6]([CH:22]2[CH2:24][CH2:23]2)=[N:7][C:8]=1[N:9]1[CH2:14][CH2:13][N:12]([C:15](=[O:20])[CH2:16][CH2:17][O:18][CH3:19])[C@H:11]([CH3:21])[CH2:10]1)#[N:2].[Cl-].[CH3:35][NH2+:36][O:37][CH3:38].CN(C(ON1N=NC2C=CC=NC1=2)=[N+](C)C)C.F[P-](F)(F)(F)(F)F.CCN(C(C)C)C(C)C. Product: [C:1]([C:3]1[CH:4]=[C:5]([C:25]2[CH:33]=[CH:32][C:28]([C:29]([N:36]([O:37][CH3:38])[CH3:35])=[O:31])=[CH:27][CH:26]=2)[C:6]([CH:22]2[CH2:24][CH2:23]2)=[N:7][C:8]=1[N:9]1[CH2:14][CH2:13][N:12]([C:15](=[O:20])[CH2:16][CH2:17][O:18][CH3:19])[C@H:11]([CH3:21])[CH2:10]1)#[N:2]. The catalyst class is: 2. (4) Reactant: [CH2:1]([N:8]1[CH2:13][CH2:12][O:11][CH:10]([CH:14]([OH:18])[CH:15]([CH3:17])[CH3:16])[C:9]1=O)[C:2]1[CH:7]=[CH:6][CH:5]=[CH:4][CH:3]=1. Product: [CH2:1]([N:8]1[CH2:13][CH2:12][O:11][CH:10]([CH:14]([OH:18])[CH:15]([CH3:16])[CH3:17])[CH2:9]1)[C:2]1[CH:3]=[CH:4][CH:5]=[CH:6][CH:7]=1. The catalyst class is: 7. (5) Reactant: [NH2:1][C@@H:2]([C:4]([OH:6])=[O:5])[CH3:3].C(=O)([O-])[O-].[Na+].[Na+].[C:13](O[C:13]([O:15][C:16]([CH3:19])([CH3:18])[CH3:17])=[O:14])([O:15][C:16]([CH3:19])([CH3:18])[CH3:17])=[O:14]. Product: [C:13]([NH:1][C@@H:2]([C:4]([OH:6])=[O:5])[CH3:3])([O:15][C:16]([CH3:19])([CH3:18])[CH3:17])=[O:14]. The catalyst class is: 1. (6) Reactant: Br[C:2]1[N:7]=[C:6]([CH2:8][O:9][N:10]=[C:11]([C:18]2[N:22]([CH3:23])[N:21]=[N:20][N:19]=2)[C:12]2[CH:17]=[CH:16][CH:15]=[CH:14][CH:13]=2)[CH:5]=[CH:4][CH:3]=1.[CH2:24]([SH:29])[CH2:25][CH2:26][CH2:27][CH3:28].C([O-])([O-])=O.[Cs+].[Cs+].C([O-])(O)=O.[Na+].[O-]S([O-])(=S)=O.[Na+].[Na+]. Product: [CH3:23][N:22]1[C:18]([C:11]([C:12]2[CH:17]=[CH:16][CH:15]=[CH:14][CH:13]=2)=[N:10][O:9][CH2:8][C:6]2[CH:5]=[CH:4][CH:3]=[C:2]([S:29][CH2:24][CH2:25][CH2:26][CH2:27][CH3:28])[N:7]=2)=[N:19][N:20]=[N:21]1. The catalyst class is: 37. (7) Reactant: Cl[C:2]1[C:7]([N+:8]([O-:10])=[O:9])=[CH:6][N:5]=[C:4]2[CH2:11][CH2:12][CH2:13][C:3]=12.[OH:14][C:15]1([CH3:30])[C@@H:20]([CH3:21])[CH2:19][NH:18][CH2:17][C@H:16]1[NH:22][C:23](=[O:29])[O:24][C:25]([CH3:28])([CH3:27])[CH3:26].C(N(CC)CC)C. Product: [OH:14][C:15]1([CH3:30])[C@@H:20]([CH3:21])[CH2:19][N:18]([C:2]2[C:7]([N+:8]([O-:10])=[O:9])=[CH:6][N:5]=[C:4]3[CH2:11][CH2:12][CH2:13][C:3]=23)[CH2:17][C@H:16]1[NH:22][C:23](=[O:29])[O:24][C:25]([CH3:28])([CH3:27])[CH3:26]. The catalyst class is: 32. (8) Reactant: [Br:1][C:2]1[CH:3]=[C:4]2[C:9](=[CH:10][CH:11]=1)[C:8](=[O:12])[CH2:7][CH2:6][CH2:5]2.C(N(CC)CC)C.FC(F)(F)S(O[Si:26]([CH:33]([CH3:35])[CH3:34])([CH:30]([CH3:32])[CH3:31])[CH:27]([CH3:29])[CH3:28])(=O)=O.ClC1C(=O)C(C#N)=C(C#N)C(=O)C=1Cl. Product: [Br:1][C:2]1[CH:3]=[C:4]2[C:9](=[CH:10][CH:11]=1)[C:8]([O:12][Si:26]([CH:33]([CH3:35])[CH3:34])([CH:30]([CH3:32])[CH3:31])[CH:27]([CH3:29])[CH3:28])=[CH:7][CH:6]=[CH:5]2. The catalyst class is: 4. (9) Reactant: CS([C:4]1[N:9]=[CH:8][N:7]=[C:6]([C:10]2[CH:14]=[N:13][N:12]([CH3:15])[C:11]=2[NH:16][C:17]2[CH:18]=[C:19]([NH:24][C:25](=[O:36])[C:26]3[CH:31]=[CH:30][CH:29]=[C:28]([C:32]([F:35])([F:34])[F:33])[CH:27]=3)[CH:20]=[CH:21][C:22]=2[CH3:23])[CH:5]=1)=O.[N:37]1([CH2:43][CH2:44][NH2:45])[CH2:42][CH2:41][O:40][CH2:39][CH2:38]1. Product: [CH3:23][C:22]1[CH:21]=[CH:20][C:19]([NH:24][C:25](=[O:36])[C:26]2[CH:31]=[CH:30][CH:29]=[C:28]([C:32]([F:35])([F:34])[F:33])[CH:27]=2)=[CH:18][C:17]=1[NH:16][C:11]1[N:12]([CH3:15])[N:13]=[CH:14][C:10]=1[C:6]1[CH:5]=[C:4]([NH:45][CH2:44][CH2:43][N:37]2[CH2:42][CH2:41][O:40][CH2:39][CH2:38]2)[N:9]=[CH:8][N:7]=1. The catalyst class is: 41. (10) Reactant: [OH:1][C:2]1[CH:19]=[C:18]2[C:5]([C@H:6]3[C@H:15]([CH2:16][S:17]2(=[O:21])=[O:20])[C@:14]2([CH3:22])[C@H:9]([C:10]([CH3:24])([CH3:23])[CH2:11][CH2:12][CH2:13]2)[CH2:8][CH2:7]3)=[C:4]([O:25][CH3:26])[CH:3]=1.C(N(CC)CC)C.[F:34][C:35]([F:48])([F:47])[S:36](O[S:36]([C:35]([F:48])([F:47])[F:34])(=[O:38])=[O:37])(=[O:38])=[O:37]. Product: [F:34][C:35]([F:48])([F:47])[S:36]([O:1][C:2]1[CH:19]=[C:18]2[C:5]([C@H:6]3[C@H:15]([CH2:16][S:17]2(=[O:20])=[O:21])[C@:14]2([CH3:22])[C@H:9]([C:10]([CH3:23])([CH3:24])[CH2:11][CH2:12][CH2:13]2)[CH2:8][CH2:7]3)=[C:4]([O:25][CH3:26])[CH:3]=1)(=[O:38])=[O:37]. The catalyst class is: 2.